From a dataset of Full USPTO retrosynthesis dataset with 1.9M reactions from patents (1976-2016). Predict the reactants needed to synthesize the given product. (1) Given the product [CH:1]1([C:4]2[N:8]([CH2:28][C:29]3[C:30]([F:40])=[CH:31][C:32]([O:36][CH:37]([F:38])[F:39])=[CH:33][C:34]=3[F:35])[N:7]=[C:6]([C:9]3[N:14]=[C:13]([NH:15][C:16]4[CH:21]=[CH:20][N:19]=[CH:18][CH:17]=4)[C:12]([O:22][CH3:23])=[CH:11][N:10]=3)[C:5]=2[CH3:24])[CH2:3][CH2:2]1, predict the reactants needed to synthesize it. The reactants are: [CH:1]1([C:4]2[NH:8][N:7]=[C:6]([C:9]3[N:14]=[C:13]([NH:15][C:16]4[CH:21]=[CH:20][N:19]=[CH:18][CH:17]=4)[C:12]([O:22][CH3:23])=[CH:11][N:10]=3)[C:5]=2[CH3:24])[CH2:3][CH2:2]1.[H-].[Na+].Br[CH2:28][C:29]1[C:34]([F:35])=[CH:33][C:32]([O:36][CH:37]([F:39])[F:38])=[CH:31][C:30]=1[F:40].O. (2) Given the product [N+:1]([C:4]1[CH:5]=[CH:6][C:7]([NH:10][C:11]2[S:12][CH:13]=[C:14]([S:16][C:17]3[CH:33]=[CH:32][N:31]=[C:30]([C:34]([O:36][CH3:37])=[O:35])[CH:29]=3)[N:15]=2)=[N:8][CH:9]=1)([O-:3])=[O:2], predict the reactants needed to synthesize it. The reactants are: [N+:1]([C:4]1[CH:5]=[CH:6][C:7]([NH:10][C:11]2[S:12][CH:13]=[C:14]([S:16][C:17]#N)[N:15]=2)=[N:8][CH:9]=1)([O-:3])=[O:2].SC[C@H]([C@@H](CS)O)O.ClC1[CH:33]=[CH:32][N:31]=[C:30]([C:34]([O:36][CH3:37])=[O:35])[CH:29]=1.P([O-])([O-])([O-])=O.[K+].[K+].[K+]. (3) Given the product [CH2:1]([O:8][C:9]1[CH:10]=[C:11]2[C:16](=[CH:17][C:18]=1[O:19][CH3:20])[CH:15](/[CH:21]=[CH:43]/[C:45]1[CH:50]=[CH:49][CH:48]=[CH:47][C:46]=1[NH:51][C:52](=[O:58])[O:53][C:54]([CH3:56])([CH3:55])[CH3:57])[NH:14][CH2:13][CH2:12]2)[C:2]1[CH:3]=[CH:4][CH:5]=[CH:6][CH:7]=1, predict the reactants needed to synthesize it. The reactants are: [CH2:1]([O:8][C:9]1[CH:10]=[C:11]2[C:16](=[CH:17][C:18]=1[O:19][CH3:20])[CH:15]([CH2:21]S(C1N(C3C=CC=CC=3)N=NN=1)(=O)=O)[N:14](C(OC(C)(C)C)=O)[CH2:13][CH2:12]2)[C:2]1[CH:7]=[CH:6][CH:5]=[CH:4][CH:3]=1.[CH:43]([C:45]1[CH:50]=[CH:49][CH:48]=[CH:47][C:46]=1[NH:51][C:52](=[O:58])[O:53][C:54]([CH3:57])([CH3:56])[CH3:55])=O.C[Si]([N-][Si](C)(C)C)(C)C.[Li+]. (4) Given the product [CH2:23]([C:19]1[CH:20]=[C:21]([CH3:22])[C:16]([N:13]2[CH2:14][CH2:15][N:10]([C:8]([C:5]3[CH:4]=[CH:3][C:2]([N:27]4[C@H:26]([CH3:25])[CH2:30][O:29][C:28]4=[O:31])=[N:7][CH:6]=3)=[O:9])[CH2:11][CH2:12]2)=[N:17][CH:18]=1)[CH3:24], predict the reactants needed to synthesize it. The reactants are: Br[C:2]1[N:7]=[CH:6][C:5]([C:8]([N:10]2[CH2:15][CH2:14][N:13]([C:16]3[C:21]([CH3:22])=[CH:20][C:19]([CH2:23][CH3:24])=[CH:18][N:17]=3)[CH2:12][CH2:11]2)=[O:9])=[CH:4][CH:3]=1.[CH3:25][C@@H:26]1[CH2:30][O:29][C:28](=[O:31])[NH:27]1. (5) Given the product [N:19]1([C:17]2[CH:16]=[CH:15][N:14]=[C:13]([NH:12][CH:9]3[CH2:8][CH2:7][C:6](=[O:5])[CH2:11][CH2:10]3)[N:18]=2)[C:27]2[C:22](=[CH:23][CH:24]=[CH:25][CH:26]=2)[CH:21]=[N:20]1, predict the reactants needed to synthesize it. The reactants are: Cl.O1[C:6]2([CH2:11][CH2:10][CH:9]([NH:12][C:13]3[N:18]=[C:17]([N:19]4[C:27]5[C:22](=[CH:23][CH:24]=[CH:25][CH:26]=5)[CH:21]=[N:20]4)[CH:16]=[CH:15][N:14]=3)[CH2:8][CH2:7]2)[O:5]CC1.[OH-].[Na+].